Dataset: Forward reaction prediction with 1.9M reactions from USPTO patents (1976-2016). Task: Predict the product of the given reaction. (1) Given the reactants O.O.[Sn](Cl)Cl.[CH2:6]([N:9]1[CH2:14][CH2:13][N:12]([C:15]2[CH:20]=[CH:19][C:18]([N+:21]([O-])=O)=[CH:17][N:16]=2)[CH2:11][CH:10]1[CH3:24])[CH:7]=[CH2:8], predict the reaction product. The product is: [CH2:6]([N:9]1[CH2:14][CH2:13][N:12]([C:15]2[N:16]=[CH:17][C:18]([NH2:21])=[CH:19][CH:20]=2)[CH2:11][CH:10]1[CH3:24])[CH:7]=[CH2:8]. (2) Given the reactants Br.[NH2:2][C:3]1[N:8]2[N:9]=[CH:10][C:11]([C:12]3[CH:17]=[CH:16][C:15]([N:18]4[CH2:23][CH2:22][N:21]([CH3:24])[CH2:20][CH2:19]4)=[CH:14][CH:13]=3)=[C:7]2[N:6]=[C:5]([CH2:25]Br)[C:4]=1[C:27]1[CH:32]=[CH:31][C:30]([OH:33])=[CH:29][CH:28]=1.C[C:35]([N:37](C)C)=O, predict the reaction product. The product is: [NH2:2][C:3]1[N:8]2[N:9]=[CH:10][C:11]([C:12]3[CH:17]=[CH:16][C:15]([N:18]4[CH2:23][CH2:22][N:21]([CH3:24])[CH2:20][CH2:19]4)=[CH:14][CH:13]=3)=[C:7]2[N:6]=[C:5]([CH2:25][C:35]#[N:37])[C:4]=1[C:27]1[CH:32]=[CH:31][C:30]([OH:33])=[CH:29][CH:28]=1.